This data is from Peptide-MHC class I binding affinity with 185,985 pairs from IEDB/IMGT. The task is: Regression. Given a peptide amino acid sequence and an MHC pseudo amino acid sequence, predict their binding affinity value. This is MHC class I binding data. (1) The peptide sequence is YTVKYPNLDD. The MHC is Mamu-A01 with pseudo-sequence Mamu-A01. The binding affinity (normalized) is 0.239. (2) The peptide sequence is LTMNLVSDI. The MHC is BoLA-JSP.1 with pseudo-sequence BoLA-JSP.1. The binding affinity (normalized) is 0.288. (3) The peptide sequence is GSVNFLIL. The MHC is H-2-Kb with pseudo-sequence H-2-Kb. The binding affinity (normalized) is 0.251. (4) The peptide sequence is KPARGGSSI. The MHC is HLA-B57:01 with pseudo-sequence HLA-B57:01. The binding affinity (normalized) is 0.0847. (5) The peptide sequence is FMVFLQTHI. The MHC is HLA-B45:01 with pseudo-sequence HLA-B45:01. The binding affinity (normalized) is 0. (6) The peptide sequence is GENAVIPKG. The MHC is HLA-B45:01 with pseudo-sequence HLA-B45:01. The binding affinity (normalized) is 0.379. (7) The peptide sequence is LLDEGKQSL. The MHC is HLA-A02:11 with pseudo-sequence HLA-A02:11. The binding affinity (normalized) is 0.872. (8) The peptide sequence is MTSTRTIILV. The binding affinity (normalized) is 0.298. The MHC is HLA-A02:02 with pseudo-sequence HLA-A02:02. (9) The peptide sequence is VQTAAAVVF. The MHC is HLA-A29:02 with pseudo-sequence HLA-A29:02. The binding affinity (normalized) is 0.213. (10) The peptide sequence is RRFDTFKAF. The MHC is HLA-A30:01 with pseudo-sequence HLA-A30:01. The binding affinity (normalized) is 0.0847.